The task is: Regression. Given two drug SMILES strings and cell line genomic features, predict the synergy score measuring deviation from expected non-interaction effect.. This data is from NCI-60 drug combinations with 297,098 pairs across 59 cell lines. (1) Drug 1: CC(C1=C(C=CC(=C1Cl)F)Cl)OC2=C(N=CC(=C2)C3=CN(N=C3)C4CCNCC4)N. Drug 2: N.N.Cl[Pt+2]Cl. Cell line: SNB-19. Synergy scores: CSS=2.78, Synergy_ZIP=-0.248, Synergy_Bliss=1.24, Synergy_Loewe=-4.44, Synergy_HSA=-1.19. (2) Drug 1: CN(C)C1=NC(=NC(=N1)N(C)C)N(C)C. Drug 2: C1=CC(=CC=C1C#N)C(C2=CC=C(C=C2)C#N)N3C=NC=N3. Cell line: SF-295. Synergy scores: CSS=2.87, Synergy_ZIP=-2.29, Synergy_Bliss=-4.07, Synergy_Loewe=-2.06, Synergy_HSA=-2.55. (3) Drug 1: CC1OCC2C(O1)C(C(C(O2)OC3C4COC(=O)C4C(C5=CC6=C(C=C35)OCO6)C7=CC(=C(C(=C7)OC)O)OC)O)O. Drug 2: C1=CC(=CC=C1CCCC(=O)O)N(CCCl)CCCl. Cell line: CCRF-CEM. Synergy scores: CSS=66.0, Synergy_ZIP=-1.82, Synergy_Bliss=-2.21, Synergy_Loewe=-1.64, Synergy_HSA=1.51. (4) Drug 1: COC1=CC(=CC(=C1O)OC)C2C3C(COC3=O)C(C4=CC5=C(C=C24)OCO5)OC6C(C(C7C(O6)COC(O7)C8=CC=CS8)O)O. Drug 2: C1CCC(C(C1)N)N.C(=O)(C(=O)[O-])[O-].[Pt+4]. Cell line: NCI-H322M. Synergy scores: CSS=7.01, Synergy_ZIP=-3.30, Synergy_Bliss=0.375, Synergy_Loewe=2.25, Synergy_HSA=2.25. (5) Drug 2: C1CN(P(=O)(OC1)NCCCl)CCCl. Cell line: SF-539. Synergy scores: CSS=-1.43, Synergy_ZIP=-1.24, Synergy_Bliss=-3.34, Synergy_Loewe=-3.67, Synergy_HSA=-4.83. Drug 1: CCC(=C(C1=CC=CC=C1)C2=CC=C(C=C2)OCCN(C)C)C3=CC=CC=C3.C(C(=O)O)C(CC(=O)O)(C(=O)O)O. (6) Drug 1: CC1=C(C=C(C=C1)NC2=NC=CC(=N2)N(C)C3=CC4=NN(C(=C4C=C3)C)C)S(=O)(=O)N.Cl. Drug 2: CC1OCC2C(O1)C(C(C(O2)OC3C4COC(=O)C4C(C5=CC6=C(C=C35)OCO6)C7=CC(=C(C(=C7)OC)O)OC)O)O. Cell line: A549. Synergy scores: CSS=43.2, Synergy_ZIP=4.19, Synergy_Bliss=3.61, Synergy_Loewe=-16.6, Synergy_HSA=4.03.